This data is from Peptide-MHC class I binding affinity with 185,985 pairs from IEDB/IMGT. The task is: Regression. Given a peptide amino acid sequence and an MHC pseudo amino acid sequence, predict their binding affinity value. This is MHC class I binding data. The peptide sequence is NVMGMIGI. The MHC is HLA-A02:02 with pseudo-sequence HLA-A02:02. The binding affinity (normalized) is 0.197.